This data is from Catalyst prediction with 721,799 reactions and 888 catalyst types from USPTO. The task is: Predict which catalyst facilitates the given reaction. Reactant: [NH2:1][C:2]1[C:3]([C:9](=[N:11][OH:12])[NH2:10])=[N:4][C:5]([Br:8])=[CH:6][N:7]=1.C(N(CC)CC)C.[C:20](Cl)(=[O:27])[C:21]1[CH:26]=[CH:25][CH:24]=[CH:23][CH:22]=1. Product: [NH2:1][C:2]1[C:3]([C:9](=[N:11][O:12][C:20]([C:21]2[CH:26]=[CH:25][CH:24]=[CH:23][CH:22]=2)=[O:27])[NH2:10])=[N:4][C:5]([Br:8])=[CH:6][N:7]=1. The catalyst class is: 4.